The task is: Binary Classification. Given a drug SMILES string, predict its activity (active/inactive) in a high-throughput screening assay against a specified biological target.. This data is from Kir2.1 potassium channel HTS with 301,493 compounds. (1) The result is 0 (inactive). The compound is S1\C(=C/c2cc(OCC)c(OCCN3CCOCC3)cc2)C(=O)N(C1=N)c1nonc1N. (2) The molecule is O(CC(=O)N(c1ccccc1)C)C(=O)c1c(N)cc([N+]([O-])=O)cc1. The result is 0 (inactive).